From a dataset of Retrosynthesis with 50K atom-mapped reactions and 10 reaction types from USPTO. Predict the reactants needed to synthesize the given product. (1) Given the product N#Cc1ccc(OCc2ccccc2)c(Br)c1, predict the reactants needed to synthesize it. The reactants are: N#Cc1ccc(F)c(Br)c1.OCc1ccccc1. (2) Given the product C[C@H]1COCCN1c1cc(C(C)(C)O)nc(-c2ccc(NC(=O)Nc3ccon3)cc2)n1, predict the reactants needed to synthesize it. The reactants are: CC1(C)OB(c2ccc(NC(=O)Nc3ccon3)cc2)OC1(C)C.C[C@H]1COCCN1c1cc(C(C)(C)O)nc(Cl)n1. (3) Given the product Cc1ncccc1-c1ccc2c(N)c(C(=O)c3ccc(Cl)cc3Cl)oc2c1, predict the reactants needed to synthesize it. The reactants are: CC1(C)OB(c2ccc3c(N)c(C(=O)c4ccc(Cl)cc4Cl)oc3c2)OC1(C)C.Cc1ncccc1Br. (4) The reactants are: COc1ccc(-c2c(-c3ccccc3)oc3ncnc(Cl)c23)cc1.N#CCCCCCO. Given the product COc1ccc(-c2c(-c3ccccc3)oc3ncnc(OCCCCCC#N)c23)cc1, predict the reactants needed to synthesize it.